This data is from Reaction yield outcomes from USPTO patents with 853,638 reactions. The task is: Predict the reaction yield, written as a fraction of the theoretical maximum amount of product (1.0 means a 100% yield; for example, 0.34 means a 34% yield). The reactants are [NH:1]1[C:9]2[CH:8]=[CH:7][CH:6]=[C:5]([C:10]([OH:12])=O)[C:4]=2[CH:3]=[CH:2]1.Cl.CN(C)CCCN=C=NCC.O.N1(O)C2C=CC=CC=2N=N1.[Cl:36][C:37]1[CH:38]=[C:39]([CH:44]=[CH:45][C:46]=1[O:47][CH:48]([CH3:50])[CH3:49])[C:40]([NH:42]O)=[NH:41]. The catalyst is CN(C=O)C.O. The product is [Cl:36][C:37]1[CH:38]=[C:39]([C:40]2[N:42]=[C:10]([C:5]3[CH:6]=[CH:7][CH:8]=[C:9]4[C:4]=3[CH:3]=[CH:2][NH:1]4)[O:12][N:41]=2)[CH:44]=[CH:45][C:46]=1[O:47][CH:48]([CH3:50])[CH3:49]. The yield is 0.357.